From a dataset of Reaction yield outcomes from USPTO patents with 853,638 reactions. Predict the reaction yield, written as a fraction of the theoretical maximum amount of product (1.0 means a 100% yield; for example, 0.34 means a 34% yield). The reactants are [OH:1][CH2:2][C@@:3]([C:6]1[CH:25]=[CH:24][C:9]([C:10]([NH:12][C:13]2[N:18]=[CH:17][C:16]3[CH:19]=[CH:20][N:21]([CH2:22][CH3:23])[C:15]=3[CH:14]=2)=[O:11])=[CH:8][C:7]=1[CH3:26])([OH:5])[CH3:4].C1C(=O)N([Cl:34])C(=O)C1. The catalyst is CN(C)C=O.CO. The product is [Cl:34][C:19]1[C:16]2[CH:17]=[N:18][C:13]([NH:12][C:10](=[O:11])[C:9]3[CH:24]=[CH:25][C:6]([C@:3]([OH:5])([CH3:4])[CH2:2][OH:1])=[C:7]([CH3:26])[CH:8]=3)=[CH:14][C:15]=2[N:21]([CH2:22][CH3:23])[CH:20]=1. The yield is 0.230.